This data is from Reaction yield outcomes from USPTO patents with 853,638 reactions. The task is: Predict the reaction yield, written as a fraction of the theoretical maximum amount of product (1.0 means a 100% yield; for example, 0.34 means a 34% yield). (1) The reactants are C1(P(C2C=CC=CC=2)C2C=CC=CC=2)C=CC=CC=1.[OH:20][N:21]1[C:29](=[O:30])[C:28]2[C:23](=[CH:24][CH:25]=[CH:26][CH:27]=2)[C:22]1=[O:31].[O:32]1[CH2:37][CH2:36][CH:35](O)[CH2:34][CH2:33]1.N(C(OCC)=O)=NC(OCC)=O. The catalyst is C1COCC1. The product is [O:32]1[CH2:37][CH2:36][CH:35]([O:20][N:21]2[C:29](=[O:30])[C:28]3[C:23](=[CH:24][CH:25]=[CH:26][CH:27]=3)[C:22]2=[O:31])[CH2:34][CH2:33]1. The yield is 0.850. (2) The reactants are [F:1][C:2]1[CH:7]=[C:6](F)[CH:5]=[CH:4][C:3]=1[N+:9]([O-:11])=[O:10].[CH:12]1([C:15]2[C:16]([NH:35][S:36]([CH3:39])(=[O:38])=[O:37])=[CH:17][C:18]3[O:22][C:21]([C:23]4[CH:28]=[CH:27][C:26]([F:29])=[CH:25][CH:24]=4)=[C:20]([C:30]([NH:32][CH3:33])=[O:31])[C:19]=3[CH:34]=2)[CH2:14][CH2:13]1.C(=O)([O-])[O-].[K+].[K+]. The catalyst is C(COC)OC.O. The product is [CH:12]1([C:15]2[C:16]([N:35]([C:6]3[CH:5]=[CH:4][C:3]([N+:9]([O-:11])=[O:10])=[C:2]([F:1])[CH:7]=3)[S:36]([CH3:39])(=[O:38])=[O:37])=[CH:17][C:18]3[O:22][C:21]([C:23]4[CH:28]=[CH:27][C:26]([F:29])=[CH:25][CH:24]=4)=[C:20]([C:30]([NH:32][CH3:33])=[O:31])[C:19]=3[CH:34]=2)[CH2:14][CH2:13]1. The yield is 0.290. (3) The reactants are Br[C:2]1[C:10]2[CH2:9][CH2:8][CH2:7][CH2:6][C:5]=2[N:4]2[CH2:11][CH2:12][NH:13][C:14](=[O:15])[C:3]=12.[Li]CCCC.C1C=CC(S(N(S(C2C=CC=CC=2)(=O)=O)[F:31])(=O)=O)=CC=1. The catalyst is O1CCCC1. The product is [F:31][C:2]1[C:10]2[CH2:9][CH2:8][CH2:7][CH2:6][C:5]=2[N:4]2[CH2:11][CH2:12][NH:13][C:14](=[O:15])[C:3]=12. The yield is 0.160. (4) The reactants are [H-].[H-].[H-].[H-].[Li+].[Al+3].[CH2:7]([N:14]1[C@H:19]([C:20](OCC)=[O:21])[CH2:18][N:17]([S:25]([C:28]2[CH:33]=[CH:32][CH:31]=[CH:30][CH:29]=2)(=[O:27])=[O:26])[CH2:16][C@@H:15]1[C:34](OCC)=[O:35])[C:8]1[CH:13]=[CH:12][CH:11]=[CH:10][CH:9]=1.C([O-])([O-])=O.[Na+].[Na+]. The catalyst is C1COCC1. The product is [CH2:7]([N:14]1[CH:19]([CH2:20][OH:21])[CH2:18][N:17]([S:25]([C:28]2[CH:29]=[CH:30][CH:31]=[CH:32][CH:33]=2)(=[O:27])=[O:26])[CH2:16][CH:15]1[CH2:34][OH:35])[C:8]1[CH:9]=[CH:10][CH:11]=[CH:12][CH:13]=1. The yield is 0.800. (5) The reactants are Br[C:2]1[CH:11]=[CH:10][CH:9]=[C:8]2[C:3]=1[CH:4]=[CH:5][N:6]=[CH:7]2.[NH:12]1[CH2:17][CH2:16][NH:15][CH2:14][CH2:13]1.C1C=CC(P(C2C(C3C(P(C4C=CC=CC=4)C4C=CC=CC=4)=CC=C4C=3C=CC=C4)=C3C(C=CC=C3)=CC=2)C2C=CC=CC=2)=CC=1.CC(C)([O-])C.[Na+]. The catalyst is C1(C)C=CC=CC=1.C1C=CC(/C=C/C(/C=C/C2C=CC=CC=2)=O)=CC=1.C1C=CC(/C=C/C(/C=C/C2C=CC=CC=2)=O)=CC=1.C1C=CC(/C=C/C(/C=C/C2C=CC=CC=2)=O)=CC=1.[Pd].[Pd]. The product is [N:12]1([C:2]2[CH:11]=[CH:10][CH:9]=[C:8]3[C:3]=2[CH:4]=[CH:5][N:6]=[CH:7]3)[CH2:17][CH2:16][NH:15][CH2:14][CH2:13]1. The yield is 0.630. (6) The reactants are [Br:1][C:2]1[CH:3]=[C:4]([OH:8])[CH:5]=[CH:6][CH:7]=1.C([O-])([O-])=O.[K+].[K+].Br[C:16]([CH3:23])([CH3:22])[C:17]([O:19][CH2:20][CH3:21])=[O:18]. No catalyst specified. The product is [Br:1][C:2]1[CH:3]=[C:4]([CH:5]=[CH:6][CH:7]=1)[O:8][C:16]([CH3:23])([CH3:22])[C:17]([O:19][CH2:20][CH3:21])=[O:18]. The yield is 0.890. (7) The reactants are F[C:2]1[CH:10]=[CH:9][C:5]([C:6]([OH:8])=[O:7])=[CH:4][C:3]=1[N+:11]([O-:13])=[O:12].[CH3:14][NH2:15]. The catalyst is CN(C=O)C.O. The product is [CH3:14][NH:15][C:2]1[CH:10]=[CH:9][C:5]([C:6]([OH:8])=[O:7])=[CH:4][C:3]=1[N+:11]([O-:13])=[O:12]. The yield is 0.870.